This data is from Drug-target binding data from BindingDB using IC50 measurements. The task is: Regression. Given a target protein amino acid sequence and a drug SMILES string, predict the binding affinity score between them. We predict pIC50 (pIC50 = -log10(IC50 in M); higher means more potent). Dataset: bindingdb_ic50. (1) The small molecule is CC(C)(C)NC(=O)[C@H]1CC[C@H]2[C@@H]3CC[C@H]4NC(=O)C=C[C@]4(C)[C@H]3CC[C@]12C. The target protein (P31214) has sequence MQIVCHQVPVLAGSATLATMGTLILCLGKPASYGKHTESVSSGVPFLPARIAWFLQELPSFVVSVGMLAWQPRSLFGPPGNVLLALFSAHYFHRTFIYSLLTRGRPFPAVLFLRATAFCIGNGLLQAYYLVYCAEYPEEWYTDVRFSFGVFLFILGMGINIHSDYTLRQLRKPGEVIYRIPRGGLFTYVSGANFLGEIIEWIGYALATWSVPAFAFAFFTLCFLGMQAFYHHRFYLKMFKDYPKSRKALIPFIF. The pIC50 is 5.7. (2) The small molecule is COc1cc(OC)c(S(=O)(=O)N(c2ccccc2)c2ccc(N)cc2)cc1NC(=O)CCC(=O)O. The target protein (Q8DQ18) has sequence MSNFAIILAAGKGTRMKSDLPKVLHKVAGISMLEHVFRSVGAIQPEKTVTVVGHKAELVEEVLAEQTEFVTQSEQLGTGHAVMMTEPILEGLSGHTLVIAGDTPLITGESLKNLIDFHINHKNVATILTAETDNPFGYGRIVRNDNAEVLRIVEQKDATDFEKQIKEINTGTYVFDNERLFEALKNINTNNAQGEYYITDVIGIFRETGEKVGAYTLKDFDESLGVNDRVALATAESVMRRRINHKHMVNGVSFVNPEATYIDIDVEIAPEVQIEANVILKGQTKIGAETVLTNGTYVVDSTIGAGAVITNSMIEESSVADGVTVGPYAHIRPNSSLGAQVHIGNFVEVKGSSIGENTKAGHLTYIGNCEVGSNVNFGAGTITVNYDGKNKYKTVIGDNVFVGSNSTIIAPVELGDNSLVGAGSTITKDVPADAIAIGRGRQINKDEYATRLPHHPKNQ. The pIC50 is 4.4. (3) The small molecule is Cc1ccc(NS(=O)(=O)c2ccccc2Cl)c2c1CC(C)(C)O2. The target protein (P11413) has sequence MAEQVALSRTQVCGILREELFQGDAFHQSDTHIFIIMGASGDLAKKKIYPTIWWLFRDGLLPENTFIVGYARSRLTVADIRKQSEPFFKATPEEKLKLEDFFARNSYVAGQYDDAASYQRLNSHMNALHLGSQANRLFYLALPPTVYEAVTKNIHESCMSQIGWNRIIVEKPFGRDLQSSDRLSNHISSLFREDQIYRIDHYLGKEMVQNLMVLRFANRIFGPIWNRDNIACVILTFKEPFGTEGRGGYFDEFGIIRDVMQNHLLQMLCLVAMEKPASTNSDDVRDEKVKVLKCISEVQANNVVLGQYVGNPDGEGEATKGYLDDPTVPRGSTTATFAAVVLYVENERWDGVPFILRCGKALNERKAEVRLQFHDVAGDIFHQQCKRNELVIRVQPNEAVYTKMMTKKPGMFFNPEESELDLTYGNRYKNVKLPDAYERLILDVFCGSQMHFVRSDELREAWRIFTPLLHQIELEKPKPIPYIYGSRGPTEADELMKRVG.... The pIC50 is 4.1. (4) The small molecule is O=C1NCc2ccc(cc2)CNC(=O)[C@@H]2O[C@@H](C/C=C/C[C@H]3O[C@H]1[C@@H](OCc1cn([C@@H]4O[C@H](CO)[C@@H](O[C@@H]5O[C@H](CO)[C@H](O)[C@H](O)[C@H]5O)[C@H](O)[C@H]4O)nn1)[C@H](OCc1ccccc1)[C@H]3OCc1ccccc1)[C@@H](OCc1ccccc1)[C@H](OCc1ccccc1)[C@H]2OCc1cn([C@@H]2O[C@H](CO)[C@@H](O[C@@H]3O[C@H](CO)[C@H](O)[C@H](O)[C@H]3O)[C@H](O)[C@H]2O)nn1. The target protein (P07583) has sequence MSCQGPVCTNLGLKPGQRLTVKGIIAPNAKSFVMNLGKDSTHLGLHFNPRFDAHGDVNLIVCNSKKMEEWGTEQRETVFPFQKGAPIEITFSINPSDLTVHLPGHQFSFPNRLGLSVFDYFDTHGDFTLRSVSWE. The pIC50 is 3.2. (5) The drug is Cc1nonc1CN(C)c1nc2nc(-c3noc(=O)[nH]3)nc(N[C@H](C)C3CCC3)c2n1C[C@H]1CC[C@H](C)CC1. The target protein sequence is SQIPASEQETLVRPKPLLLKLLKSVGAQKDTYTMKEVLFYLGQYIMTKRLYDEKQQHIVYCSNDLLGDLFGVPSFSVKEHRKIYTMIYRNLVVVNQQESSDSGTSVSEN. The pIC50 is 8.4. (6) The small molecule is COc1ccc(-c2nn3c(-c4cccs4)nnc3s2)cc1OC. The target protein (P50583) has sequence MALRACGLIIFRRCLIPKVDNNAIEFLLLQASDGIHHWTPPKGHVEPGEDDLETALRETQEEAGIEAGQLTIIEGFKRELNYVARNKPKTVIYWLAEVKDYDVEIRLSHEHQAYRWLGLEEACQLAQFKEMKAALQEGHQFLCSIEA. The pIC50 is 4.0. (7) The compound is CC[C@H](C)[C@H](NC(=O)[C@H](CCCN=C(N)N)NC(=O)[C@H](CC(=O)O)NC(=O)[C@@H](NC(=O)[C@H](CCCN=C(N)N)NC(=O)CNC(=O)CNC(=O)[C@H](Cc1ccccc1)NC(=O)N/C(=C/C(=O)O)C(=O)O)[C@@H](C)CC)C(=O)NCC(=O)N[C@@H](C)C(=O)N[C@@H](CCC(N)=O)C(=O)N[C@@H](CO)C(=O)NCC(=O)N[C@@H](CC(C)C)C(=O)NCC(=O)NC(=O)N/C(=C/C(=O)N[C@@H](CC(N)=O)C(=O)N[C@@H](CO)C(=O)N[C@@H](Cc1ccccc1)C(=O)N[C@@H](CCCN=C(N)N)C(=O)N[C@@H](Cc1ccc(O)cc1)C(=O)O)C(=O)O. The target protein (P46197) has sequence MALPSLLLVVAALAGGVRPPGARNLTLAVVLPEHNLSYAWAWPRVGPAVALAMEALGRALPVDLRFVSSELDGACSEYLAPLRAVDLKLYHDPDLLLGPGCVYPAASVARFASHWRLPLLTAGAVASGFSAKSEHYRTLVRTGPSAPKLGEFVVMLHGHFNWTARAALLYLDARTDDRPHYFTIEGVFEALQGSNLSVQHQVYAREPGGPEQATHFIRANGRIVYICGPLEMLHEILLQAQRENLTNGDYVFFYLDVFGESLRAGPTRSMGRPWQDNRTREQAQALREAFQTVLVITYREPPNPEYQEFQNRLLIRAREDFGVELAPSLMNLIAGCFYDGILLYAEVLNETIQEGGTREDGLRIVEKMQGRRYRGVTGLVVMDKNNDRETDFVLWAMGDLVSGDFQPAAHYSGAEKQIWWTGRPIPWVKGVPPLDNPPCAFDMDDPSCDKTPLSTLAIVALGTGITFIMFGVSSFLIFRKLMLEKELASMLWRIRWEELQ.... The pIC50 is 7.3. (8) The small molecule is C[C@@H]1CC(=O)Nc2cccc(-c3cc4ccccc4s3)c2O1. The target protein sequence is STNPPPPETSNPNKPKRQTNQLQYLLRVVLKTLWKHQFAWPFQQPVDAVKLNLPDYYKIIKTPMDMGTIKKRLENNYYWNAQECIQDFNTMFTNCYIYNKPGDDIVLMAEALEKLFLQKINELPTEE. The pIC50 is 6.0. (9) The small molecule is CCOc1ccccc1C(=O)NC1CCN(Cc2ccccc2)CC1. The target protein (Q9NSD5) has sequence MDSRVSGTTSNGETKPVYPVMEKKEEDGTLERGHWNNKMEFVLSVAGEIIGLGNVWRFPYLCYKNGGGAFFIPYLVFLFTCGIPVFLLETALGQYTSQGGVTAWRKICPIFEGIGYASQMIVILLNVYYIIVLAWALFYLFSSFTIDLPWGGCYHEWNTEHCMEFQKTNGSLNGTSENATSPVIEFWERRVLKISDGIQHLGALRWELALCLLLAWVICYFCIWKGVKSTGKVVYFTATFPYLMLVVLLIRGVTLPGAAQGIQFYLYPNLTRLWDPQVWMDAGTQIFFSFAICLGCLTALGSYNKYHNNCYRDCIALCFLNSGTSFVAGFAIFSILGFMSQEQGVPISEVAESGPGLAFIAYPRAVVMLPFSPLWACCFFFMVVLLGLDSQFVCVESLVTALVDMYPHVFRKKNRREVLILGVSVVSFLVGLIMLTEGGMYVFQLFDYYAASGMCLLFVAIFESLCVAWVYGAKRFYDNIEDMIGYRPWPLIKYCWLFLT.... The pIC50 is 3.3. (10) The small molecule is O=c1c2c(ncn2CCc2ccccc2)n(CCCc2ccccc2)c(=O)n1O. The target protein (Q9UIV1) has sequence MPAATVDHSQRICEVWACNLDEEMKKIRQVIRKYNYVAMDTEFPGVVARPIGEFRSNADYQYQLLRCNVDLLKIIQLGLTFMNEQGEYPPGTSTWQFNFKFNLTEDMYAQDSIELLTTSGIQFKKHEEEGIETQYFAELLMTSGVVLCEGVKWLSFHSGYDFGYLIKILTNSNLPEEELDFFEILRLFFPVIYDVKYLMKSCKNLKGGLQEVAEQLELERIGPQHQAGSDSLLTGMAFFKMREMFFEDHIDDAKYCGHLYGLGSGSSYVQNGTGNAYEEEANKQS. The pIC50 is 5.7.